Dataset: Reaction yield outcomes from USPTO patents with 853,638 reactions. Task: Predict the reaction yield, written as a fraction of the theoretical maximum amount of product (1.0 means a 100% yield; for example, 0.34 means a 34% yield). (1) The reactants are [CH2:1]([C:5]1[N:6]=[C:7]([CH3:27])[NH:8][C:9](=[O:26])[C:10]=1[CH2:11][C:12]1[CH:17]=[CH:16][C:15]([C:18]2[C:19]([C:24]#[N:25])=[CH:20][CH:21]=[CH:22][CH:23]=2)=[CH:14][CH:13]=1)[CH2:2][CH2:3][CH3:4].[H-].[Na+].Br[CH2:31][C:32]1[S:33][CH:34]=[CH:35][CH:36]=1.[Cl-].O[NH3+:39].[C:40](=[O:43])([O-])[OH:41].[Na+]. The catalyst is C(OCC)(=O)C.CS(C)=O.CN(C)C=O. The product is [CH2:1]([C:5]1[N:6]=[C:7]([CH3:27])[N:8]([CH2:31][C:32]2[S:33][CH:34]=[CH:35][CH:36]=2)[C:9](=[O:26])[C:10]=1[CH2:11][C:12]1[CH:17]=[CH:16][C:15]([C:18]2[CH:23]=[CH:22][CH:21]=[CH:20][C:19]=2[C:24]2[NH:39][C:40](=[O:43])[O:41][N:25]=2)=[CH:14][CH:13]=1)[CH2:2][CH2:3][CH3:4]. The yield is 0.610. (2) The reactants are [CH2:1]([O:3][C:4](=[O:23])[CH2:5][N:6]([CH:20]1[CH2:22][CH2:21]1)[C:7](=[O:19])[C:8]1[CH:13]=[CH:12][C:11]([O:14][C:15]([F:18])([F:17])[F:16])=[CH:10][CH:9]=1)[CH3:2].[C:24](O)(=[O:31])[C:25]1[CH:30]=[CH:29][CH:28]=[N:27][CH:26]=1. The catalyst is C1COCC1.C(Cl)Cl. The product is [CH2:1]([O:3][C:4](=[O:23])[CH:5]([N:6]([CH:20]1[CH2:22][CH2:21]1)[C:7](=[O:19])[C:8]1[CH:9]=[CH:10][C:11]([O:14][C:15]([F:16])([F:17])[F:18])=[CH:12][CH:13]=1)[C:24](=[O:31])[C:25]1[CH:26]=[N:27][CH:28]=[CH:29][CH:30]=1)[CH3:2]. The yield is 0.580. (3) The reactants are [H-].[Na+].[OH:3][C:4]1[CH:11]=[CH:10][C:7]([CH:8]=[O:9])=[CH:6][CH:5]=1.[F:12][C:13]([F:17])([F:16])[CH2:14]I.O. The catalyst is CS(C)=O. The product is [F:12][C:13]([F:17])([F:16])[CH2:14][O:3][C:4]1[CH:11]=[CH:10][C:7]([CH:8]=[O:9])=[CH:6][CH:5]=1. The yield is 0.240. (4) The reactants are Br.[CH2:2]([C:4]1[N:5]=[C:6]([C@@H:9]([NH2:20])[CH2:10][C:11]2[CH:16]=[CH:15][C:14]([N+:17]([O-:19])=[O:18])=[CH:13][CH:12]=2)[S:7][CH:8]=1)[CH3:3].[CH2:21]([CH:28]([C:32]([O:34][CH2:35][CH3:36])=[O:33])[C:29](O)=[O:30])[C:22]1[CH:27]=[CH:26][CH:25]=[CH:24][CH:23]=1.ON1C2C=CC=CC=2N=N1.CN(C)CCCN=C=NCC.C(N(C(C)C)CC)(C)C. The catalyst is CN(C=O)C.O. The product is [CH2:35]([O:34][C:32](=[O:33])[CH:28]([CH2:21][C:22]1[CH:27]=[CH:26][CH:25]=[CH:24][CH:23]=1)[C:29]([NH:20][C@H:9]([C:6]1[S:7][CH:8]=[C:4]([CH2:2][CH3:3])[N:5]=1)[CH2:10][C:11]1[CH:16]=[CH:15][C:14]([N+:17]([O-:19])=[O:18])=[CH:13][CH:12]=1)=[O:30])[CH3:36]. The yield is 0.310. (5) The reactants are Br[C:2]1[C:7]([CH:8]([CH3:10])[CH3:9])=[CH:6][C:5]([CH:11]([CH3:13])[CH3:12])=[CH:4][C:3]=1[CH:14]([CH3:16])[CH3:15].[C:17]1(B(O)O)[CH:22]=[CH:21][CH:20]=[CH:19][CH:18]=1.[O-]P([O-])([O-])=O.[K+].[K+].[K+]. The catalyst is C1C=CC(/C=C/C(/C=C/C2C=CC=CC=2)=O)=CC=1.C1C=CC(/C=C/C(/C=C/C2C=CC=CC=2)=O)=CC=1.C1C=CC(/C=C/C(/C=C/C2C=CC=CC=2)=O)=CC=1.[Pd].[Pd].COC1C=CC=C(OC)C=1C1C=CC=CC=1P(C1CCCCC1)C1CCCCC1. The product is [CH:14]([C:3]1[CH:4]=[C:5]([CH:11]([CH3:13])[CH3:12])[CH:6]=[C:7]([CH:8]([CH3:10])[CH3:9])[C:2]=1[C:17]1[CH:22]=[CH:21][CH:20]=[CH:19][CH:18]=1)([CH3:16])[CH3:15]. The yield is 0.900. (6) The reactants are [O:1]=[C:2]1[C:6]2[C:7]([NH:26][C:27]3[CH:28]=[C:29]([CH3:33])[CH:30]=[CH:31][CH:32]=3)=[N:8][C:9]([NH:11][C@@H:12]3[CH2:17][CH2:16][CH2:15][CH2:14][C@@H:13]3[NH:18]C(=O)OC(C)(C)C)=[CH:10][C:5]=2[CH2:4][NH:3]1.Cl.O1CCOCC1. No catalyst specified. The product is [NH2:18][C@H:13]1[CH2:14][CH2:15][CH2:16][CH2:17][C@H:12]1[NH:11][C:9]1[N:8]=[C:7]([NH:26][C:27]2[CH:28]=[C:29]([CH3:33])[CH:30]=[CH:31][CH:32]=2)[C:6]2[C:2](=[O:1])[NH:3][CH2:4][C:5]=2[CH:10]=1. The yield is 0.257. (7) The reactants are [OH:1][C:2]1[CH:9]=[CH:8][C:5]([CH:6]=[O:7])=[C:4]([N+:10]([O-:12])=[O:11])[C:3]=1[O:13][CH3:14].C(=O)([O-])[O-].[K+].[K+].[CH2:21](Br)[C:22]1[CH:27]=[CH:26][CH:25]=[CH:24][CH:23]=1. The catalyst is CN(C=O)C. The product is [CH2:21]([O:1][C:2]1[CH:9]=[CH:8][C:5]([CH:6]=[O:7])=[C:4]([N+:10]([O-:12])=[O:11])[C:3]=1[O:13][CH3:14])[C:22]1[CH:27]=[CH:26][CH:25]=[CH:24][CH:23]=1. The yield is 0.970. (8) The reactants are [OH:1][C:2]1[CH:12]=[CH:11][C:5]2[N:6]=[C:7]([C:9]#[N:10])[S:8][C:4]=2[CH:3]=1.[Cl:13][C:14]1[CH:19]=[CH:18][C:17]([S:20][CH2:21]Cl)=[CH:16][CH:15]=1.C(=O)([O-])[O-].[K+].[K+].[I-].[Na+]. The catalyst is CC(C)=O. The product is [C:9]([C:7]1[S:8][C:4]2[CH:3]=[C:2]([O:1][CH2:21][S:20][C:17]3[CH:18]=[CH:19][C:14]([Cl:13])=[CH:15][CH:16]=3)[CH:12]=[CH:11][C:5]=2[N:6]=1)#[N:10]. The yield is 0.370. (9) The reactants are BrCCC1C=CC=CC=1.OC1C=C2C(=CC=1)NC=C2.[CH2:20]([O:28][C:29]1[CH:37]=[CH:36][CH:35]=[C:34]2[C:30]=1[CH:31]=[CH:32][NH:33]2)[CH2:21][C:22]1[CH:27]=[CH:26][CH:25]=[CH:24][CH:23]=1. The yield is 0.130. The product is [CH2:20]([O:28][C:29]1[CH:37]=[C:36]2[C:32](=[CH:31][CH:30]=1)[NH:33][CH:34]=[CH:35]2)[CH2:21][C:22]1[CH:23]=[CH:24][CH:25]=[CH:26][CH:27]=1. No catalyst specified.